This data is from Catalyst prediction with 721,799 reactions and 888 catalyst types from USPTO. The task is: Predict which catalyst facilitates the given reaction. (1) Reactant: [Br:1][C:2]1[CH:11]=[C:10]([O:12][CH:13]([CH3:15])[CH3:14])[C:9]([CH3:16])=[C:8]2[C:3]=1[CH:4]=[CH:5][N:6]=[CH:7]2.C1C=C(Cl)C=C(C(OO)=[O:25])C=1. Product: [Br:1][C:2]1[CH:11]=[C:10]([O:12][CH:13]([CH3:14])[CH3:15])[C:9]([CH3:16])=[C:8]2[C:3]=1[CH:4]=[CH:5][N+:6]([O-:25])=[CH:7]2. The catalyst class is: 2. (2) Reactant: C([N:8]1[CH2:13][CH2:12][N:11]([C:14]2[N:24]=[CH:23][CH:22]=[CH:21][C:15]=2[C:16]([O:18][CH2:19][CH3:20])=[O:17])[CH2:10][CH2:9]1)C1C=CC=CC=1.C([O-])=O.[NH4+]. Product: [N:11]1([C:14]2[N:24]=[CH:23][CH:22]=[CH:21][C:15]=2[C:16]([O:18][CH2:19][CH3:20])=[O:17])[CH2:12][CH2:13][NH:8][CH2:9][CH2:10]1. The catalyst class is: 19. (3) The catalyst class is: 8. Product: [Br:1][C:2]1[C:3]([N:12]2[CH2:17][CH2:16][N:15]([CH2:18][C:19]3[CH:20]=[N:21][CH:22]=[CH:23][CH:24]=3)[CH2:14][CH2:13]2)=[C:4]2[N:9]=[C:31]([C:30]3[CH:33]=[CH:34][C:27]([O:26][CH3:25])=[CH:28][CH:29]=3)[NH:8][C:5]2=[N:6][CH:7]=1. Reactant: [Br:1][C:2]1[C:3]([N:12]2[CH2:17][CH2:16][N:15]([CH2:18][C:19]3[CH:20]=[N:21][CH:22]=[CH:23][CH:24]=3)[CH2:14][CH2:13]2)=[C:4]([N+:9]([O-])=O)[C:5]([NH2:8])=[N:6][CH:7]=1.[CH3:25][O:26][C:27]1[CH:34]=[CH:33][C:30]([CH:31]=O)=[CH:29][CH:28]=1.[O-]S(S([O-])=O)=O.[Na+].[Na+]. (4) Reactant: [Cl:1][C:2]1[CH:7]=[CH:6][C:5]([C:8]2[N:12]=[C:11]([CH2:13][CH3:14])[O:10][N:9]=2)=[CH:4][CH:3]=1.C1C(=O)N([Br:22])C(=O)C1.CC(N=NC(C#N)(C)C)(C#N)C. Product: [Br:22][CH:13]([C:11]1[O:10][N:9]=[C:8]([C:5]2[CH:4]=[CH:3][C:2]([Cl:1])=[CH:7][CH:6]=2)[N:12]=1)[CH3:14]. The catalyst class is: 53. (5) Reactant: Br[C:2]1[C:7]([NH2:8])=[CH:6][CH:5]=[C:4]([CH3:9])[N:3]=1.[C:10]1([C:16]#[CH:17])[CH:15]=[CH:14][CH:13]=[CH:12][CH:11]=1. Product: [CH3:9][C:4]1[N:3]=[C:2]([C:17]#[C:16][C:10]2[CH:15]=[CH:14][CH:13]=[CH:12][CH:11]=2)[C:7]([NH2:8])=[CH:6][CH:5]=1. The catalyst class is: 337. (6) Reactant: [CH3:1][C:2]1[C:24]([C:25]2[C:26]([CH3:52])=[CH:27][C:28]3[C:38]([CH:39]([CH3:41])[CH3:40])=[C:37]([O:42]C(C)=O)[C:36]([O:46]C(C)=O)=[C:35](C=O)[C:29]=3[C:30]=2[O:31]C(C)=O)=[C:23]([O:53]C(C)=O)[C:5]2=[C:6](C=O)[C:7]([O:17]C(C)=O)=[C:8]([O:13]C(C)=O)[C:9]([CH:10]([CH3:12])[CH3:11])=[C:4]2[CH:3]=1.OS(O)(=O)=O. Product: [CH3:52][C:26]1[C:25]([C:24]2[C:2]([CH3:1])=[CH:3][C:4]3[C:9]([CH:10]([CH3:11])[CH3:12])=[C:8]([OH:13])[C:7]([OH:17])=[CH:6][C:5]=3[C:23]=2[OH:53])=[C:30]([OH:31])[C:29]2=[CH:35][C:36]([OH:46])=[C:37]([OH:42])[C:38]([CH:39]([CH3:40])[CH3:41])=[C:28]2[CH:27]=1. The catalyst class is: 74.